Dataset: TCR-epitope binding with 47,182 pairs between 192 epitopes and 23,139 TCRs. Task: Binary Classification. Given a T-cell receptor sequence (or CDR3 region) and an epitope sequence, predict whether binding occurs between them. (1) The epitope is HTTDPSFLGRY. The TCR CDR3 sequence is CASSLTTGGVFNEQFF. Result: 0 (the TCR does not bind to the epitope). (2) The epitope is PROT_97E67BCC. The TCR CDR3 sequence is CASSGTDYGYTF. Result: 0 (the TCR does not bind to the epitope). (3) The epitope is YEGNSPFHPL. The TCR CDR3 sequence is CASSSGRDSGANVLTF. Result: 0 (the TCR does not bind to the epitope). (4) The epitope is YLDAYNMMI. The TCR CDR3 sequence is CASSPAYEQYF. Result: 0 (the TCR does not bind to the epitope). (5) The epitope is SEVGPEHSLAEY. The TCR CDR3 sequence is CASSQDSFGTLEGLAGETQYF. Result: 1 (the TCR binds to the epitope). (6) The epitope is FLASKIGRLV. The TCR CDR3 sequence is CSARDQWAANTGELFF. Result: 0 (the TCR does not bind to the epitope).